From a dataset of Catalyst prediction with 721,799 reactions and 888 catalyst types from USPTO. Predict which catalyst facilitates the given reaction. (1) Reactant: [N+:1]([C:4]1[CH:17]=[CH:16][C:7]([O:8][CH2:9][C:10]2[CH:15]=[CH:14][CH:13]=[CH:12][N:11]=2)=[CH:6][CH:5]=1)([O-])=O.[NH4+].[Cl-]. Product: [NH2:1][C:4]1[CH:17]=[CH:16][C:7]([O:8][CH2:9][C:10]2[CH:15]=[CH:14][CH:13]=[CH:12][N:11]=2)=[CH:6][CH:5]=1. The catalyst class is: 190. (2) Reactant: [C:1]([C:5]1[CH:12]=[CH:11][C:8]([CH:9]=O)=[CH:7][CH:6]=1)([CH3:4])([CH3:3])[CH3:2].[NH2:13][NH:14][C:15]([NH2:17])=[S:16]. Product: [C:1]([C:5]1[CH:12]=[CH:11][C:8]([CH:9]=[N:13][NH:14][C:15]([NH2:17])=[S:16])=[CH:7][CH:6]=1)([CH3:4])([CH3:3])[CH3:2]. The catalyst class is: 8. (3) Product: [Cl:1][C:2]1[CH:8]=[CH:7][C:5]([NH:6][C:18]2[N:20]=[C:21]([O:27][CH3:26])[N:23]=[C:24]([O:15][CH3:12])[N:17]=2)=[C:4]([N+:9]([O-:11])=[O:10])[CH:3]=1. Reactant: [Cl:1][C:2]1[CH:8]=[CH:7][C:5]([NH2:6])=[C:4]([N+:9]([O-:11])=[O:10])[CH:3]=1.[C:12](=[O:15])([O-])O.[Na+].[N:17]1[C:24](Cl)=[N:23][C:21](Cl)=[N:20][C:18]=1Cl.[CH3:26][O-:27].[Na+]. The catalyst class is: 30. (4) Reactant: [ClH:1].Cl.[NH2:3][CH2:4][C@@:5]1([OH:13])[CH:10]2[CH2:11][CH2:12][N:7]([CH2:8][CH2:9]2)[CH2:6]1.C([O-])([O-])=O.[Cs+].[Cs+].N([C:23]1C=[C:27]([C:29]2C=NC=CC=2)[N:26]=[CH:25][N:24]=1)=C=S.C(N=C=[N:40][CH:41](C)C)(C)C. Product: [Cl:1][C:29]1[N:40]=[CH:41][C:25]([NH:24][C:23]2[O:13][C@@:5]3([CH2:4][N:3]=2)[CH:10]2[CH2:9][CH2:8][N:7]([CH2:12][CH2:11]2)[CH2:6]3)=[N:26][CH:27]=1. The catalyst class is: 9. (5) Reactant: [C:1]([O:5][C:6]([N:8]1[CH2:13][CH2:12][N:11]([C:14]2[CH:19]=[CH:18][C:17]([C:20]3[C:21]([NH:25][C@H:26]([C:31]([O:33]C)=[O:32])[CH2:27][CH:28]([CH3:30])[CH3:29])=[N:22][O:23][N:24]=3)=[CH:16][CH:15]=2)[CH2:10][CH2:9]1)=[O:7])([CH3:4])([CH3:3])[CH3:2].[Li+].[OH-].Cl. Product: [C:1]([O:5][C:6]([N:8]1[CH2:13][CH2:12][N:11]([C:14]2[CH:15]=[CH:16][C:17]([C:20]3[C:21]([NH:25][C@H:26]([C:31]([OH:33])=[O:32])[CH2:27][CH:28]([CH3:29])[CH3:30])=[N:22][O:23][N:24]=3)=[CH:18][CH:19]=2)[CH2:10][CH2:9]1)=[O:7])([CH3:2])([CH3:4])[CH3:3]. The catalyst class is: 430.